This data is from Full USPTO retrosynthesis dataset with 1.9M reactions from patents (1976-2016). The task is: Predict the reactants needed to synthesize the given product. Given the product [NH:27]1[CH:28]=[CH:29][N:30]=[C:26]1[CH2:25][N:16]([CH2:15][C:12]1[CH:13]=[CH:14][C:9]([CH2:8][NH:7][CH2:31][CH2:32][CH2:33][CH2:34][N:35]([CH2:36][CH2:37][CH3:38])[CH2:39][CH2:40][CH3:41])=[CH:10][CH:11]=1)[CH2:17][C:18]1[CH:23]=[CH:22][C:21]([CH3:24])=[CH:20][N:19]=1, predict the reactants needed to synthesize it. The reactants are: C(OC(=O)[N:7]([CH2:31][CH2:32][CH2:33][CH2:34][N:35]([CH2:39][CH2:40][CH3:41])[CH2:36][CH2:37][CH3:38])[CH2:8][C:9]1[CH:14]=[CH:13][C:12]([CH2:15][N:16]([CH2:25][C:26]2[NH:27][CH:28]=[CH:29][N:30]=2)[CH2:17][C:18]2[CH:23]=[CH:22][C:21]([CH3:24])=[CH:20][N:19]=2)=[CH:11][CH:10]=1)(C)(C)C.Cl.C(OCC)C.